From a dataset of Full USPTO retrosynthesis dataset with 1.9M reactions from patents (1976-2016). Predict the reactants needed to synthesize the given product. (1) Given the product [Br-:1].[CH2:2]1[N+:8]2([CH2:14][CH2:13][CH2:12][CH2:11][CH2:10][CH2:9]2)[CH2:6][CH2:5][CH2:4][CH2:3]1, predict the reactants needed to synthesize it. The reactants are: [Br:1][CH2:2][CH2:3][CH2:4][CH2:5][CH2:6]Br.[NH:8]1[CH2:14][CH2:13][CH2:12][CH2:11][CH2:10][CH2:9]1. (2) Given the product [CH2:19]([C:16]1[CH:17]=[CH:18][C:13]([NH:12][C:3]2[C:2]([F:1])=[C:10]([F:11])[CH:9]=[CH:8][C:4]=2[C:5]([OH:7])=[O:6])=[C:14]([F:21])[CH:15]=1)[CH3:20], predict the reactants needed to synthesize it. The reactants are: [F:1][C:2]1[C:3]([NH:12][C:13]2[CH:18]=[CH:17][C:16]([C:19]#[CH:20])=[CH:15][C:14]=2[F:21])=[C:4]([CH:8]=[CH:9][C:10]=1[F:11])[C:5]([OH:7])=[O:6]. (3) Given the product [Cl:1][C:2]1[CH:3]=[C:4]([C@@H:12]([CH2:26][CH:27]2[CH2:28][CH2:29][CH2:30][CH2:31]2)[C:13]([NH:15][C:16]2[CH:20]=[CH:19][N:18]([CH2:21][CH2:22][C:23](=[O:25])[NH:51][CH2:50][CH2:49][CH2:48][O:47][CH3:46])[N:17]=2)=[O:14])[CH:5]=[CH:6][C:7]=1[S:8]([CH3:11])(=[O:9])=[O:10], predict the reactants needed to synthesize it. The reactants are: [Cl:1][C:2]1[CH:3]=[C:4]([C@@H:12]([CH2:26][CH:27]2[CH2:31][CH2:30][CH2:29][CH2:28]2)[C:13]([NH:15][C:16]2[CH:20]=[CH:19][N:18]([CH2:21][CH2:22][C:23]([OH:25])=O)[N:17]=2)=[O:14])[CH:5]=[CH:6][C:7]=1[S:8]([CH3:11])(=[O:10])=[O:9].C(Cl)(=O)C(Cl)=O.N1C(C)=CC=CC=1C.[CH3:46][O:47][CH2:48][CH2:49][CH2:50][NH2:51]. (4) Given the product [CH3:1][C:2]1[N:6]=[C:5]2[N:7]=[C:20]([OH:21])[C:14]([C:8]3[CH:13]=[CH:12][CH:11]=[CH:10][CH:9]=3)=[C:15]([OH:16])[N:4]2[CH:3]=1, predict the reactants needed to synthesize it. The reactants are: [CH3:1][C:2]1[NH:6][C:5]([NH2:7])=[N:4][CH:3]=1.[C:8]1([CH:14]([C:20](OCC)=[O:21])[C:15](OCC)=[O:16])[CH:13]=[CH:12][CH:11]=[CH:10][CH:9]=1.N12CCCN=C1CCCCC2.